The task is: Predict the reactants needed to synthesize the given product.. This data is from Full USPTO retrosynthesis dataset with 1.9M reactions from patents (1976-2016). (1) Given the product [CH3:33][C:4]([O:26][C:27]1[CH:28]=[CH:29][CH:30]=[CH:31][CH:32]=1)([CH2:5][C:6]1[S:7][C:8]([CH2:11][CH2:12][CH2:13][C:14]2[N:15]=[C:16]([C:20]3[CH:21]=[CH:22][CH:23]=[CH:24][CH:25]=3)[O:17][C:18]=2[CH3:19])=[CH:9][CH:10]=1)[C:3]([OH:34])=[O:2], predict the reactants needed to synthesize it. The reactants are: C[O:2][C:3](=[O:34])[C:4]([CH3:33])([O:26][C:27]1[CH:32]=[CH:31][CH:30]=[CH:29][CH:28]=1)[CH2:5][C:6]1[S:7][C:8]([CH2:11][CH2:12][CH2:13][C:14]2[N:15]=[C:16]([C:20]3[CH:25]=[CH:24][CH:23]=[CH:22][CH:21]=3)[O:17][C:18]=2[CH3:19])=[CH:9][CH:10]=1.[OH-].[Na+].Cl. (2) Given the product [OH:22][C:23]1[C:24](=[O:25])[N:21]([CH2:20][CH2:19][C:16]2[CH:17]=[CH:18][N:13]=[CH:14][CH:15]=2)[CH:1]([C:3]2[CH:12]=[CH:11][C:6]([C:7]([O:9][CH3:10])=[O:8])=[CH:5][CH:4]=2)[C:29]=1[C:30](=[O:37])[C:31]1[CH:32]=[CH:33][N:34]=[CH:35][CH:36]=1, predict the reactants needed to synthesize it. The reactants are: [CH:1]([C:3]1[CH:12]=[CH:11][C:6]([C:7]([O:9][CH3:10])=[O:8])=[CH:5][CH:4]=1)=O.[N:13]1[CH:18]=[CH:17][C:16]([CH2:19][CH2:20][NH2:21])=[CH:15][CH:14]=1.[OH:22]/[C:23](=[CH:29]\[C:30](=[O:37])[C:31]1[CH:36]=[CH:35][N:34]=[CH:33][CH:32]=1)/[C:24](OCC)=[O:25]. (3) Given the product [Cl:21][C:18]1[CH:19]=[CH:20][C:9]2[C:8]3[C:13](=[CH:14][N:15]=[C:6]([NH:5][C:2](=[O:4])[CH3:3])[CH:7]=3)[CH2:12][N:11]([CH3:16])[C:10]=2[CH:17]=1, predict the reactants needed to synthesize it. The reactants are: [F-].[C:2]([NH:5][C:6]1[CH:7]=[C:8]2[C:13](=[CH:14][N:15]=1)[CH:12]=[N+:11]([CH3:16])[C:10]1[CH:17]=[C:18]([Cl:21])[CH:19]=[CH:20][C:9]2=1)(=[O:4])[CH3:3].[BH4-].[Na+]. (4) Given the product [NH2:12][C@H:11]([C:10]([OH:20])=[O:9])[CH2:13][C:14]1[CH:19]=[CH:18][CH:17]=[CH:16][CH:15]=1, predict the reactants needed to synthesize it. The reactants are: C(O)(=O)C(C)O.C([O:9][C:10](=[O:20])[C@H:11]([CH2:13][C:14]1[CH:19]=[CH:18][CH:17]=[CH:16][CH:15]=1)[NH2:12])C.